From a dataset of Full USPTO retrosynthesis dataset with 1.9M reactions from patents (1976-2016). Predict the reactants needed to synthesize the given product. (1) The reactants are: [OH:1][C:2]1[CH:7]=[CH:6][C:5](B(O)O)=[CH:4][CH:3]=1.Br[C:12]1[C:13]2[N:14]([CH:18]=[CH:19][N:20]=2)[CH:15]=[CH:16][CH:17]=1.C(=O)([O-])[O-].[Na+].[Na+].COCCOC. Given the product [N:20]1[CH:19]=[CH:18][N:14]2[CH:15]=[CH:16][CH:17]=[C:12]([C:5]3[CH:6]=[CH:7][C:2]([OH:1])=[CH:3][CH:4]=3)[C:13]=12, predict the reactants needed to synthesize it. (2) Given the product [CH3:6][O:7][C:8](=[O:23])[CH2:9][CH:10]1[CH2:18][C:17]2[C:12](=[CH:13][CH:14]=[C:15]([S:19]([N:53]3[CH2:52][CH2:51][N:50]([C:47]4[CH:46]=[CH:45][C:44]([C:43]([F:56])([F:57])[F:42])=[CH:49][CH:48]=4)[CH2:55][CH2:54]3)(=[O:21])=[O:20])[CH:16]=2)[CH2:11]1.[CH3:24][O:25][C:26](=[O:41])[CH2:27][CH:28]1[CH2:36][C:35]2[C:30](=[CH:31][CH:32]=[CH:33][C:34]=2[S:37]([N:53]2[CH2:52][CH2:51][N:50]([C:47]3[CH:46]=[CH:45][C:44]([C:43]([F:56])([F:57])[F:42])=[CH:49][CH:48]=3)[CH2:55][CH2:54]2)(=[O:39])=[O:38])[CH2:29]1, predict the reactants needed to synthesize it. The reactants are: ClS(O)(=O)=O.[CH3:6][O:7][C:8](=[O:23])[CH2:9][CH:10]1[CH2:18][C:17]2[C:12](=[CH:13][CH:14]=[C:15]([S:19](Cl)(=[O:21])=[O:20])[CH:16]=2)[CH2:11]1.[CH3:24][O:25][C:26](=[O:41])[CH2:27][CH:28]1[CH2:36][C:35]2[C:30](=[CH:31][CH:32]=[CH:33][C:34]=2[S:37](Cl)(=[O:39])=[O:38])[CH2:29]1.[F:42][C:43]([F:57])([F:56])[C:44]1[CH:49]=[CH:48][C:47]([N:50]2[CH2:55][CH2:54][NH:53][CH2:52][CH2:51]2)=[CH:46][CH:45]=1.C(N(CC)CC)C. (3) The reactants are: [S:1]1[CH:5]=[CH:4][N:3]=[C:2]1[NH:6][C:7]([NH:9][C:10]1[CH:29]=[CH:28][C:13]([O:14][C:15]2[C:24]3[C:19](=[CH:20][CH:21]=[C:22]([C:25]([OH:27])=[O:26])[CH:23]=3)[N:18]=[CH:17][CH:16]=2)=[CH:12][CH:11]=1)=[O:8].Cl.[CH2:31](N=C=NCCCN(C)C)C.[OH2:42].ON1C2C=CC=CC=2N=N1.C(N(CC)CC)C.[CH3:60][O:61][CH2:62][CH2:63]N. Given the product [CH3:31][O:42][C:21]1[CH:20]=[C:19]2[C:24]([C:15]([O:14][C:13]3[CH:12]=[CH:11][C:10]([NH:9][C:7]([NH:6][C:2]4[S:1][CH:5]=[CH:4][N:3]=4)=[O:8])=[CH:29][CH:28]=3)=[CH:16][CH:17]=[N:18]2)=[CH:23][C:22]=1[C:25]([O:27][CH2:63][CH2:62][O:61][CH3:60])=[O:26], predict the reactants needed to synthesize it.